From a dataset of Full USPTO retrosynthesis dataset with 1.9M reactions from patents (1976-2016). Predict the reactants needed to synthesize the given product. (1) Given the product [ClH:1].[NH2:11][C:9]1[N:8]=[C:7]2[C:3]([NH:4][CH:5]=[N:6]2)=[C:2]([NH:12][C:13]2[CH:18]=[CH:17][C:16]([S:19]([NH2:22])(=[O:20])=[O:21])=[CH:15][CH:14]=2)[N:10]=1, predict the reactants needed to synthesize it. The reactants are: [Cl:1][C:2]1[N:10]=[C:9]([NH2:11])[N:8]=[C:7]2[C:3]=1[NH:4][CH:5]=[N:6]2.[NH2:12][C:13]1[CH:18]=[CH:17][C:16]([S:19]([NH2:22])(=[O:21])=[O:20])=[CH:15][CH:14]=1. (2) Given the product [OH:2][C:3]1[CH:8]=[CH:7][CH:6]=[C:5]([OH:9])[C:4]=1[C:11]1[C:12]2[NH:16][C:15]([C:17]([C:55]3[C:56]([OH:63])=[CH:57][CH:58]=[CH:59][C:60]=3[OH:61])=[C:18]3[N:54]=[C:21]([C:22]([C:44]4[C:49]([OH:50])=[CH:48][CH:47]=[CH:46][C:45]=4[OH:52])=[C:23]4[NH:43][C:26](=[C:27]([C:33]5[C:34]([OH:41])=[CH:35][CH:36]=[CH:37][C:38]=5[OH:39])[C:28]5[CH:29]=[CH:30][C:31]=1[N:32]=5)[CH:25]=[CH:24]4)[CH:20]=[CH:19]3)=[CH:14][CH:13]=2, predict the reactants needed to synthesize it. The reactants are: C[O:2][C:3]1[CH:8]=[CH:7][CH:6]=[C:5]([O:9]C)[C:4]=1[C:11]1[C:12]2[NH:16][C:15]([C:17]([C:55]3[C:60]([O:61]C)=[CH:59][CH:58]=[CH:57][C:56]=3[O:63]C)=[C:18]3[N:54]=[C:21]([C:22]([C:44]4[C:49]([O:50]C)=[CH:48][CH:47]=[CH:46][C:45]=4[O:52]C)=[C:23]4[NH:43][C:26](=[C:27]([C:33]5[C:38]([O:39]C)=[CH:37][CH:36]=[CH:35][C:34]=5[O:41]C)[C:28]5[CH:29]=[CH:30][C:31]=1[N:32]=5)[CH:25]=[CH:24]4)[CH:20]=[CH:19]3)=[CH:14][CH:13]=2.B(Br)(Br)Br.C(OCC)(=O)C. (3) Given the product [CH3:12][C:5]([CH3:13])([CH2:6][CH2:7][CH2:8][CH2:9][CH2:10][CH3:11])[CH2:4][OH:3], predict the reactants needed to synthesize it. The reactants are: C([O:3][C:4](=O)[C:5]([CH3:13])([CH3:12])[CH2:6][CH2:7][CH2:8][CH2:9][CH2:10][CH3:11])C.[H-].[H-].[H-].[H-].[Li+].[Al+3].C1COCC1. (4) Given the product [CH2:1]([N:3]([CH2:13][C:14]1[CH:19]=[CH:18][C:17]([CH2:20][C:21]#[N:22])=[CH:16][CH:15]=1)[CH2:4][CH3:5])[CH3:2], predict the reactants needed to synthesize it. The reactants are: [CH2:1]([NH:3][CH2:4][CH3:5])[CH3:2].C(=O)([O-])[O-].[K+].[K+].Br[CH2:13][C:14]1[CH:19]=[CH:18][C:17]([CH2:20][C:21]#[N:22])=[CH:16][CH:15]=1. (5) Given the product [CH3:35][C:36]1([C:42]2[CH:43]=[C:44]([NH:48][S:49]([CH3:52])(=[O:51])=[O:50])[CH:45]=[CH:46][CH:47]=2)[CH:41]2[CH:37]1[CH2:38][N:39]([C:9](=[O:11])[CH2:8][CH2:7][C:3]1[S:4][CH:5]=[CH:6][C:2]=1[CH3:1])[CH2:40]2, predict the reactants needed to synthesize it. The reactants are: [CH3:1][C:2]1[CH:6]=[CH:5][S:4][C:3]=1[CH2:7][CH2:8][C:9]([OH:11])=O.O.ON1C2C=CC=CC=2N=N1.Cl.CN(C)CCCN=C=NCC.[CH3:35][C:36]1([C:42]2[CH:43]=[C:44]([NH:48][S:49]([CH3:52])(=[O:51])=[O:50])[CH:45]=[CH:46][CH:47]=2)[CH:41]2[CH:37]1[CH2:38][NH:39][CH2:40]2.C(=O)([O-])O.[Na+]. (6) Given the product [I:10][C:4]1[N:3]=[C:2]([NH:13][C:14]2[CH:19]=[CH:18][CH:17]=[CH:16][N:15]=2)[C:7]([O:8][CH3:9])=[CH:6][CH:5]=1, predict the reactants needed to synthesize it. The reactants are: Br[C:2]1[C:7]([O:8][CH3:9])=[CH:6][CH:5]=[C:4]([I:10])[N:3]=1.[H-].[Na+].[NH2:13][C:14]1[CH:19]=[CH:18][CH:17]=[CH:16][N:15]=1. (7) The reactants are: Br[C:2]1[CH:11]=[C:10]2[C:5]([C:6](=[O:26])[C:7]([C:15]([NH:17][CH2:18][C:19]([O:21][C:22]([CH3:25])([CH3:24])[CH3:23])=[O:20])=[O:16])=[C:8]([OH:14])[C:9]2([CH3:13])[CH3:12])=[CH:4][CH:3]=1.C1(P(C2C=CC=CC=2)C2(P(C3C=CC=CC=3)C3C=CC=CC=3)CC=C3C(C=CC=C3)=C2C2C3C(=CC=CC=3)C=CC=2)C=CC=CC=1.CC(C)([O-])C.[Na+].[O:79]1[CH2:84][CH2:83][N:82]([CH2:85][CH2:86][NH2:87])[CH2:81][CH2:80]1. Given the product [OH:14][C:8]1[C:9]([CH3:12])([CH3:13])[C:10]2[C:5]([C:6](=[O:26])[C:7]=1[C:15]([NH:17][CH2:18][C:19]([O:21][C:22]([CH3:23])([CH3:25])[CH3:24])=[O:20])=[O:16])=[CH:4][CH:3]=[C:2]([NH:87][CH2:86][CH2:85][N:82]1[CH2:83][CH2:84][O:79][CH2:80][CH2:81]1)[CH:11]=2, predict the reactants needed to synthesize it. (8) Given the product [CH3:38][O:37][C:34]1[CH:33]=[CH:32][C:31]([CH2:30][N:8]([CH2:7][C:6]2[CH:5]=[CH:4][C:3]([O:2][CH3:1])=[CH:40][CH:39]=2)[C:9]2[N:10]=[CH:11][C:12]([C:15]3[C:16]4[CH2:29][CH2:28][N:27]([C:42]5[CH:50]=[CH:49][C:45]([C:46]([OH:48])=[O:47])=[CH:44][C:43]=5[F:51])[C:17]=4[N:18]=[C:19]([N:21]4[CH2:26][CH2:25][O:24][CH2:23][CH2:22]4)[N:20]=3)=[CH:13][N:14]=2)=[CH:36][CH:35]=1, predict the reactants needed to synthesize it. The reactants are: [CH3:1][O:2][C:3]1[CH:40]=[CH:39][C:6]([CH2:7][N:8]([CH2:30][C:31]2[CH:36]=[CH:35][C:34]([O:37][CH3:38])=[CH:33][CH:32]=2)[C:9]2[N:14]=[CH:13][C:12]([C:15]3[C:16]4[CH2:29][CH2:28][NH:27][C:17]=4[N:18]=[C:19]([N:21]4[CH2:26][CH2:25][O:24][CH2:23][CH2:22]4)[N:20]=3)=[CH:11][N:10]=2)=[CH:5][CH:4]=1.Br[C:42]1[CH:50]=[CH:49][C:45]([C:46]([OH:48])=[O:47])=[CH:44][C:43]=1[F:51].CC(C1C=C(C(C)C)C(C2C=CC=CC=2P(C2CCCCC2)C2CCCCC2)=C(C(C)C)C=1)C.P([O-])([O-])([O-])=O.[K+].[K+].[K+].Cl. (9) Given the product [CH:19]1([N:14]2[CH2:15][CH2:16][N:11]3[N:10]=[C:9]([CH2:8][O:1][C:2]4[CH:3]=[CH:4][CH:5]=[CH:6][CH:7]=4)[CH:18]=[C:12]3[C:13]2=[O:17])[CH2:21][CH2:20]1, predict the reactants needed to synthesize it. The reactants are: [O:1]([CH2:8][C:9]1[CH:18]=[C:12]2[C:13](=[O:17])[NH:14][CH2:15][CH2:16][N:11]2[N:10]=1)[C:2]1[CH:7]=[CH:6][CH:5]=[CH:4][CH:3]=1.[CH:19]1(B(O)O)[CH2:21][CH2:20]1.Cl. (10) Given the product [OH:18][CH:15]([CH2:16][OH:17])[CH2:14][O:1][C:2]1[CH:3]=[C:4]([CH3:12])[C:5]([C:9](=[O:11])[CH3:10])=[C:6]([CH3:8])[CH:7]=1, predict the reactants needed to synthesize it. The reactants are: [OH:1][C:2]1[CH:7]=[C:6]([CH3:8])[C:5]([C:9](=[O:11])[CH3:10])=[C:4]([CH3:12])[CH:3]=1.Cl[CH2:14][CH:15]([OH:18])[CH2:16][OH:17].